From a dataset of Full USPTO retrosynthesis dataset with 1.9M reactions from patents (1976-2016). Predict the reactants needed to synthesize the given product. (1) Given the product [CH2:1]([O:3][C:4](=[O:25])[CH2:5][C:6]1[CH:11]=[CH:10][C:9]([Cl:12])=[C:8]([O:13][C:14]2[CH:19]=[CH:18][C:17]([N+:20]([O-:22])=[O:21])=[CH:16][C:15]=2[CH2:23][S:29][CH2:28][C:27]([F:31])([F:30])[F:26])[CH:7]=1)[CH3:2], predict the reactants needed to synthesize it. The reactants are: [CH2:1]([O:3][C:4](=[O:25])[CH2:5][C:6]1[CH:11]=[CH:10][C:9]([Cl:12])=[C:8]([O:13][C:14]2[CH:19]=[CH:18][C:17]([N+:20]([O-:22])=[O:21])=[CH:16][C:15]=2[CH2:23]Br)[CH:7]=1)[CH3:2].[F:26][C:27]([F:31])([F:30])[CH2:28][SH:29]. (2) Given the product [CH3:1][C:2]1[CH:7]=[C:6]([CH3:8])[CH:5]=[CH:4][C:3]=1[N:9]([CH2:10][CH:11]([CH3:13])[CH3:12])[S:21]([C:18]1[CH:19]=[CH:20][C:15]([F:14])=[C:16]([CH3:25])[CH:17]=1)(=[O:22])=[O:23], predict the reactants needed to synthesize it. The reactants are: [CH3:1][C:2]1[CH:7]=[C:6]([CH3:8])[CH:5]=[CH:4][C:3]=1[NH:9][CH2:10][CH:11]([CH3:13])[CH3:12].[F:14][C:15]1[CH:20]=[CH:19][C:18]([S:21](Cl)(=[O:23])=[O:22])=[CH:17][C:16]=1[CH3:25]. (3) Given the product [Br:21][C:22]1[CH:27]=[CH:26][C:25]([NH2:28])=[C:24]([C:14]#[C:13][CH2:12][CH2:11][N:15]2[CH2:19][CH2:18][CH2:17][C@H:16]2[CH3:20])[CH:23]=1, predict the reactants needed to synthesize it. The reactants are: C#CC(N1CCCC1C)C.[CH2:11]([N:15]1[CH2:19][CH2:18][CH2:17][C@H:16]1[CH3:20])[CH2:12][C:13]#[CH:14].[Br:21][C:22]1[CH:27]=[CH:26][C:25]([NH2:28])=[C:24](I)[CH:23]=1.C(NC(C)C)(C)C. (4) Given the product [F:34][C:7]1[CH:8]=[C:9]([CH:32]=[CH:33][C:6]=1[O:5][CH2:4][CH:3]=[O:2])[CH2:10][N:11]1[CH2:12][CH2:13][CH:14]([NH:17][C:18]([C:20]2[O:21][C:22]3[C:27]([C:28](=[O:30])[CH:29]=2)=[CH:26][CH:25]=[C:24]([F:31])[CH:23]=3)=[O:19])[CH2:15][CH2:16]1, predict the reactants needed to synthesize it. The reactants are: C[O:2][CH:3](OC)[CH2:4][O:5][C:6]1[CH:33]=[CH:32][C:9]([CH2:10][N:11]2[CH2:16][CH2:15][CH:14]([NH:17][C:18]([C:20]3[O:21][C:22]4[C:27]([C:28](=[O:30])[CH:29]=3)=[CH:26][CH:25]=[C:24]([F:31])[CH:23]=4)=[O:19])[CH2:13][CH2:12]2)=[CH:8][C:7]=1[F:34].Cl. (5) Given the product [F:28][C:2]([F:1])([F:29])[C:3]1[CH:4]=[C:5]([C:9]#[C:10][C:11]2[N:15]3[CH:16]=[CH:17][CH:18]=[CH:19][C:14]3=[N:13][C:12]=2[CH2:20][S:21][CH2:22][CH2:23][OH:24])[CH:6]=[CH:7][CH:8]=1, predict the reactants needed to synthesize it. The reactants are: [F:1][C:2]([F:29])([F:28])[C:3]1[CH:4]=[C:5]([C:9]#[C:10][C:11]2[N:15]3[CH:16]=[CH:17][CH:18]=[CH:19][C:14]3=[N:13][C:12]=2[CH2:20][S:21][CH2:22][C:23](OCC)=[O:24])[CH:6]=[CH:7][CH:8]=1.[H-].[H-].[H-].[H-].[Li+].[Al+3].O.[OH-].[Na+]. (6) Given the product [CH3:1][O:2][C:3]1[CH:4]=[C:5]([N:11]2[CH2:16][C:15]3[CH:17]=[N:18][C:19]4[NH:23][C:22]([CH:24]5[CH2:29][CH2:28][N:27]([CH3:30])[CH2:26][CH2:25]5)=[CH:21][C:20]=4[C:14]=3[N:13]([CH3:31])[C:12]2=[O:32])[CH:6]=[C:7]([O:9][CH3:10])[CH:8]=1, predict the reactants needed to synthesize it. The reactants are: [CH3:1][O:2][C:3]1[CH:4]=[C:5]([N:11]2[CH2:16][C:15]3[CH:17]=[N:18][C:19]4[NH:23][C:22]([C:24]5[CH2:25][CH2:26][N:27]([CH3:30])[CH2:28][CH:29]=5)=[CH:21][C:20]=4[C:14]=3[N:13]([CH3:31])[C:12]2=[O:32])[CH:6]=[C:7]([O:9][CH3:10])[CH:8]=1.[H][H]. (7) Given the product [CH3:26][C:13]1[C@H:12]([C:10]([C:5]2[CH:6]=[C:7]([CH3:9])[CH:8]=[C:3]([O:2][CH3:1])[CH:4]=2)=[O:11])[C@:21]2([CH3:22])[C@@H:16]([CH2:15][CH:14]=1)[C:17]([CH3:23])([CH3:24])[CH2:18][CH2:19][CH2:20]2, predict the reactants needed to synthesize it. The reactants are: [CH3:1][O:2][C:3]1[CH:4]=[C:5]([C:10]([C@@H:12]2[C@:21]3([CH3:22])[C@H:16]([C:17]([CH3:24])([CH3:23])[CH2:18][CH2:19][CH2:20]3)[CH2:15][CH2:14][C@@:13]2([CH3:26])O)=[O:11])[CH:6]=[C:7]([CH3:9])[CH:8]=1.Cl[Sn](Cl)(Cl)Cl.